This data is from Full USPTO retrosynthesis dataset with 1.9M reactions from patents (1976-2016). The task is: Predict the reactants needed to synthesize the given product. Given the product [F:1][C:2]1[CH:9]=[CH:8][C:5]([CH2:6][NH:7][C:25]([C:22]2[CH:21]=[CH:20][C:19]([CH2:18][NH2:17])=[CH:24][N:23]=2)=[O:26])=[CH:4][CH:3]=1, predict the reactants needed to synthesize it. The reactants are: [F:1][C:2]1[CH:9]=[CH:8][C:5]([CH2:6][NH2:7])=[CH:4][CH:3]=1.C(OC([NH:17][CH2:18][C:19]1[CH:20]=[CH:21][C:22]([C:25]([O-])=[O:26])=[N:23][CH:24]=1)=O)(C)(C)C.[Li+].CCN(C(C)C)C(C)C.